This data is from Full USPTO retrosynthesis dataset with 1.9M reactions from patents (1976-2016). The task is: Predict the reactants needed to synthesize the given product. Given the product [O:9]1[C:8]2[CH:7]=[CH:6][C:5]([N:11]3[CH2:16][CH2:15][NH:14][C@H:13]([CH3:17])[CH2:12]3)=[CH:4][C:3]=2[O:2][CH2:10]1, predict the reactants needed to synthesize it. The reactants are: C[O:2][C:3]1[CH:4]=[C:5]([N:11]2[CH2:16][CH2:15][NH:14][C@H:13]([CH3:17])[CH2:12]2)[CH:6]=[CH:7][C:8]=1[O:9][CH3:10].BrC1C=CC2OCOC=2C=1.